This data is from Full USPTO retrosynthesis dataset with 1.9M reactions from patents (1976-2016). The task is: Predict the reactants needed to synthesize the given product. (1) Given the product [CH2:16]([CH:18]([C:21]1[N:22]([C:2]2[CH:12]=[CH:11][C:5]([C:6]([O:8][CH2:9][CH3:10])=[O:7])=[CH:4][C:3]=2[N+:13]([O-:15])=[O:14])[CH:23]=[CH:24][N:25]=1)[CH2:19][CH3:20])[CH3:17], predict the reactants needed to synthesize it. The reactants are: F[C:2]1[CH:12]=[CH:11][C:5]([C:6]([O:8][CH2:9][CH3:10])=[O:7])=[CH:4][C:3]=1[N+:13]([O-:15])=[O:14].[CH2:16]([CH:18]([C:21]1[NH:22][CH:23]=[CH:24][N:25]=1)[CH2:19][CH3:20])[CH3:17].C(N(CC)C(C)C)(C)C. (2) Given the product [OH:19][CH2:18][C@@:17]([NH:16][C:8]([C:5]1[CH:4]=[C:3]([O:11][CH2:12][CH:13]2[CH2:15][CH2:14]2)[C:2]([Cl:1])=[CH:7][N:6]=1)=[O:10])([CH3:23])[CH:20]([CH3:22])[CH3:21], predict the reactants needed to synthesize it. The reactants are: [Cl:1][C:2]1[C:3]([O:11][CH2:12][CH:13]2[CH2:15][CH2:14]2)=[CH:4][C:5]([C:8]([OH:10])=O)=[N:6][CH:7]=1.[NH2:16][C@:17]([CH3:23])([CH:20]([CH3:22])[CH3:21])[CH2:18][OH:19]. (3) Given the product [Br:15][C:16]1[N:17]=[CH:18][N:19]([C:2]2[N:7]=[C:6]([C:8]3[CH:13]=[CH:12][C:11]([Cl:14])=[CH:10][CH:9]=3)[CH:5]=[CH:4][N:3]=2)[CH:20]=1, predict the reactants needed to synthesize it. The reactants are: Cl[C:2]1[N:7]=[C:6]([C:8]2[CH:13]=[CH:12][C:11]([Cl:14])=[CH:10][CH:9]=2)[CH:5]=[CH:4][N:3]=1.[Br:15][C:16]1[N:17]=[CH:18][NH:19][CH:20]=1. (4) Given the product [C:7]1([CH3:34])[CH:12]=[CH:11][C:10]([S:13]([N:16]2[CH2:22][CH:21]([N:5]([CH3:6])[CH3:4])[CH2:20][N:19]([S:24]([C:27]3[CH:32]=[CH:31][C:30]([CH3:33])=[CH:29][CH:28]=3)(=[O:26])=[O:25])[CH2:18][CH2:17]2)(=[O:15])=[O:14])=[CH:9][CH:8]=1, predict the reactants needed to synthesize it. The reactants are: [OH-].[K+].Cl.[CH3:4][NH:5][CH3:6].[C:7]1([CH3:34])[CH:12]=[CH:11][C:10]([S:13]([N:16]2[CH2:22][C:21](=O)[CH2:20][N:19]([S:24]([C:27]3[CH:32]=[CH:31][C:30]([CH3:33])=[CH:29][CH:28]=3)(=[O:26])=[O:25])[CH2:18][CH2:17]2)(=[O:15])=[O:14])=[CH:9][CH:8]=1.C([BH3-])#N.[Na+].[OH-].[Na+].